Dataset: Reaction yield outcomes from USPTO patents with 853,638 reactions. Task: Predict the reaction yield, written as a fraction of the theoretical maximum amount of product (1.0 means a 100% yield; for example, 0.34 means a 34% yield). (1) The reactants are Br[C:2]1[CH:11]=[CH:10][C:5]([C:6]([O:8]C)=[O:7])=[CH:4][C:3]=1[O:12][CH3:13].[C:14]1([CH3:23])[CH:19]=[CH:18][CH:17]=[CH:16][C:15]=1B(O)O.C(=O)([O-])[O-].[K+].[K+].[OH-].[Na+]. The catalyst is C1(C)C=CC=CC=1.O.C1C=CC([P]([Pd]([P](C2C=CC=CC=2)(C2C=CC=CC=2)C2C=CC=CC=2)([P](C2C=CC=CC=2)(C2C=CC=CC=2)C2C=CC=CC=2)[P](C2C=CC=CC=2)(C2C=CC=CC=2)C2C=CC=CC=2)(C2C=CC=CC=2)C2C=CC=CC=2)=CC=1. The product is [CH3:13][O:12][C:3]1[CH:4]=[C:5]([C:6]([OH:8])=[O:7])[CH:10]=[CH:11][C:2]=1[C:15]1[CH:16]=[CH:17][CH:18]=[CH:19][C:14]=1[CH3:23]. The yield is 0.790. (2) The catalyst is CCCC[N+](CCCC)(CCCC)CCCC.[I-].O. The reactants are [CH3:1][C:2]1[CH:7]=[C:6]([CH3:8])[N:5]=[C:4]([N:9]2[CH2:19][CH2:18][C:12]3([NH:16][CH2:15][NH:14][C:13]3=[O:17])[CH2:11][CH2:10]2)[N:3]=1.C1COCC1.Br[CH2:26][C:27]1[C:35]2[C:30](=[CH:31][CH:32]=[CH:33][CH:34]=2)[N:29]([S:36]([C:39]2[CH:45]=[CH:44][C:42]([CH3:43])=[CH:41][CH:40]=2)(=[O:38])=[O:37])[CH:28]=1. The yield is 1.00. The product is [CH3:8][C:6]1[CH:7]=[C:2]([CH3:1])[N:3]=[C:4]([N:9]2[CH2:10][CH2:11][C:12]3([NH:16][CH2:15][N:14]([CH2:26][C:27]4[C:35]5[C:30](=[CH:31][CH:32]=[CH:33][CH:34]=5)[N:29]([S:36]([C:39]5[CH:40]=[CH:41][C:42]([CH3:43])=[CH:44][CH:45]=5)(=[O:38])=[O:37])[CH:28]=4)[C:13]3=[O:17])[CH2:18][CH2:19]2)[N:5]=1. (3) The reactants are [OH:1][C:2]1[C:3](=[O:8])[NH:4][CH:5]=[CH:6][CH:7]=1.[NH2:9][C:10]1[C:11]([NH2:19])=[C:12]([CH:16]=[CH:17][CH:18]=1)[C:13]([OH:15])=[O:14].CC1OC=CC(=O)C=1O.C(OCCO)C.O. The catalyst is CO.CN(C)C=O.N1C=CC=CC=1. The product is [OH:14][C:7]1[CH:6]=[CH:5][NH:4][C:3](=[O:8])[C:2]=1[OH:1].[NH2:9][C:10]1[C:11]([NH2:19])=[C:12]([CH:16]=[CH:17][CH:18]=1)[C:13]([OH:15])=[O:14]. The yield is 0.120.